Dataset: Full USPTO retrosynthesis dataset with 1.9M reactions from patents (1976-2016). Task: Predict the reactants needed to synthesize the given product. Given the product [F:1][C:2]1[CH:9]=[CH:8][C:5]([CH:6]2[C:29](=[O:28])[C:30]3[C:23]([C:22]([O:21][CH2:20][CH3:19])=[O:27])=[CH:24][CH:25]=[CH:26][C:18]=3[NH:17][CH:16]2[C:12]2[N:11]([CH3:10])[CH:15]=[CH:14][N:13]=2)=[CH:4][CH:3]=1, predict the reactants needed to synthesize it. The reactants are: [F:1][C:2]1[CH:9]=[CH:8][C:5]([CH:6]=O)=[CH:4][CH:3]=1.[CH3:10][N:11]1[CH:15]=[CH:14][N:13]=[C:12]1/[CH:16]=[N:17]/[C:18]1[CH:26]=[CH:25][CH:24]=[C:23]2[C:19]=1[CH2:20][O:21][C:22]2=[O:27].[O-:28][CH2:29][CH3:30].[Na+].C(O)C.